Task: Predict the product of the given reaction.. Dataset: Forward reaction prediction with 1.9M reactions from USPTO patents (1976-2016) (1) Given the reactants Cl.[CH3:2][C:3]1[CH:8]=[CH:7][N:6]=[C:5]([SH:9])[N:4]=1.[C:10](=O)([O-])[O-].[Na+].[Na+].IC, predict the reaction product. The product is: [CH3:2][C:3]1[CH:8]=[CH:7][N:6]=[C:5]([S:9][CH3:10])[N:4]=1. (2) Given the reactants CCN(C(C)C)C(C)C.C(Cl)CCl.[C:14]([O:18][C:19]([NH:21][C@H:22]([CH2:27][C:28]1[CH:33]=[CH:32][CH:31]=[CH:30][CH:29]=1)[CH2:23][C:24](O)=[O:25])=[O:20])([CH3:17])([CH3:16])[CH3:15].C1C=CC2[N:42]([OH:43])N=NC=2C=1.Cl.NO.P(=O)(O)(O)O, predict the reaction product. The product is: [C:14]([O:18][C:19](=[O:20])[NH:21][C@H:22]([CH2:27][C:28]1[CH:33]=[CH:32][CH:31]=[CH:30][CH:29]=1)[CH2:23][C:24](=[O:25])[NH:42][OH:43])([CH3:17])([CH3:16])[CH3:15]. (3) Given the reactants [CH3:1][S:2]([N:5]1[CH2:10][CH:9]=[C:8]([C:11]2[CH:12]=[C:13]3[CH2:27][C:18]4([CH2:26][C:20]5([CH2:25][CH2:24][NH:23][CH2:22][CH2:21]5)[CH2:19]4)[O:17][C:14]3=[CH:15][N:16]=2)[CH2:7][CH2:6]1)(=[O:4])=[O:3].[CH:28]([N:31](CC)C(C)C)(C)C.BrC#N.O, predict the reaction product. The product is: [C:28]([N:23]1[CH2:22][CH2:21][C:20]2([CH2:19][C:18]3([O:17][C:14]4=[CH:15][N:16]=[C:11]([C:8]5[CH2:9][CH2:10][N:5]([S:2]([CH3:1])(=[O:4])=[O:3])[CH2:6][CH:7]=5)[CH:12]=[C:13]4[CH2:27]3)[CH2:26]2)[CH2:25][CH2:24]1)#[N:31]. (4) Given the reactants CS[C:3]1[N:4]=[C:5]([CH2:12][C:13]2[CH:17]=[CH:16][S:15][CH:14]=2)[NH:6][C:7](=[O:11])[C:8]=1[C:9]#[N:10].[CH:18]1([NH2:21])[CH2:20][CH2:19]1, predict the reaction product. The product is: [CH:18]1([NH:21][C:3]2[N:4]=[C:5]([CH2:12][C:13]3[CH:17]=[CH:16][S:15][CH:14]=3)[NH:6][C:7](=[O:11])[C:8]=2[C:9]#[N:10])[CH2:20][CH2:19]1. (5) Given the reactants C[O:2][C:3]1[CH:8]=[CH:7][C:6]([C:9]2[C:17]3[C:12](=[C:13]([CH3:18])[CH:14]=[CH:15][CH:16]=3)[NH:11][N:10]=2)=[CH:5][CH:4]=1.B(Br)(Br)Br.C1CCCCC=1, predict the reaction product. The product is: [CH3:18][C:13]1[CH:14]=[CH:15][CH:16]=[C:17]2[C:12]=1[NH:11][N:10]=[C:9]2[C:6]1[CH:5]=[CH:4][C:3]([OH:2])=[CH:8][CH:7]=1.